Regression. Given a peptide amino acid sequence and an MHC pseudo amino acid sequence, predict their binding affinity value. This is MHC class I binding data. From a dataset of Peptide-MHC class I binding affinity with 185,985 pairs from IEDB/IMGT. (1) The binding affinity (normalized) is 0.0258. The MHC is H-2-Kb with pseudo-sequence H-2-Kb. The peptide sequence is FQPQNGQPI. (2) The peptide sequence is PLKVKDIPF. The MHC is HLA-A24:02 with pseudo-sequence HLA-A24:02. The binding affinity (normalized) is 0.0847. (3) The peptide sequence is YTAVVPLKY. The MHC is HLA-B46:01 with pseudo-sequence HLA-B46:01. The binding affinity (normalized) is 0.115. (4) The peptide sequence is HSYLWDHQM. The MHC is HLA-A26:01 with pseudo-sequence HLA-A26:01. The binding affinity (normalized) is 0.0847. (5) The peptide sequence is IFYLHSRL. The MHC is H-2-Kb with pseudo-sequence H-2-Kb. The binding affinity (normalized) is 0.883. (6) The peptide sequence is YVYFYDLSY. The MHC is HLA-B27:05 with pseudo-sequence HLA-B27:05. The binding affinity (normalized) is 0.0847. (7) The peptide sequence is QRESTAMAY. The MHC is HLA-A01:01 with pseudo-sequence HLA-A01:01. The binding affinity (normalized) is 0.